Dataset: Catalyst prediction with 721,799 reactions and 888 catalyst types from USPTO. Task: Predict which catalyst facilitates the given reaction. (1) Reactant: C(Cl)(=O)C(Cl)=O.CS(C)=O.[C:11]([SiH2:15][O:16][C:17]([CH3:32])([CH3:31])[C:18]1[CH:19]=[C:20]([CH:26]=[C:27]([CH2:29][OH:30])[CH:28]=1)[C:21]([O:23][CH2:24][CH3:25])=[O:22])([CH3:14])([CH3:13])[CH3:12].C(N(CC)CC)C. Product: [C:11]([SiH2:15][O:16][C:17]([CH3:31])([CH3:32])[C:18]1[CH:19]=[C:20]([CH:26]=[C:27]([CH:29]=[O:30])[CH:28]=1)[C:21]([O:23][CH2:24][CH3:25])=[O:22])([CH3:12])([CH3:13])[CH3:14]. The catalyst class is: 2. (2) Reactant: [CH2:1]([NH:3][S:4]([C:7]([F:31])([F:30])[C:8]([F:29])([F:28])[C:9]([F:27])([F:26])[C:10]([F:25])([F:24])[C:11]([F:23])([F:22])[C:12]([F:21])([F:20])[C:13]([F:19])([F:18])[C:14]([F:17])([F:16])[F:15])(=[O:6])=[O:5])[CH3:2].[H-].[Na+].[CH2:34]([O:41][C:42]([N:44]1[CH2:46][CH2:45]1)=[O:43])[C:35]1[CH:40]=[CH:39][CH:38]=[CH:37][CH:36]=1. Product: [CH2:1]([N:3]([CH2:46][CH2:45][NH:44][C:42]([O:41][CH2:34][C:35]1[CH:40]=[CH:39][CH:38]=[CH:37][CH:36]=1)=[O:43])[S:4]([C:7]([F:31])([F:30])[C:8]([F:28])([F:29])[C:9]([F:26])([F:27])[C:10]([F:24])([F:25])[C:11]([F:22])([F:23])[C:12]([F:20])([F:21])[C:13]([F:18])([F:19])[C:14]([F:17])([F:16])[F:15])(=[O:6])=[O:5])[CH3:2]. The catalyst class is: 9. (3) Reactant: [CH3:1][N:2]1[CH2:6][CH2:5][C@@H:4]([NH:7]C(=O)OC(C)(C)C)[CH2:3]1.[ClH:15]. Product: [ClH:15].[ClH:15].[CH3:1][N:2]1[CH2:6][CH2:5][C@@H:4]([NH2:7])[CH2:3]1. The catalyst class is: 12. (4) Reactant: [C:1]([C:4]1[N:9]=[CH:8][C:7]([NH:10][C:11](=[O:39])[CH2:12][C:13]2[CH:18]=[CH:17][C:16]([C:19]3[CH:20]=[N:21][C:22]([O:28][CH2:29][C:30]4[CH:35]=[CH:34][C:33]([O:36][CH3:37])=[CH:32][CH:31]=4)=[C:23]([O:25][CH2:26][CH3:27])[CH:24]=3)=[CH:15][C:14]=2[F:38])=[CH:6][C:5]=1[C:40]([F:43])([F:42])[F:41])(=[O:3])[CH3:2].[CH3:44][Mg]Br.O. Product: [CH2:26]([O:25][C:23]1[CH:24]=[C:19]([C:16]2[CH:17]=[CH:18][C:13]([CH2:12][C:11]([NH:10][C:7]3[CH:8]=[N:9][C:4]([C:1]([OH:3])([CH3:44])[CH3:2])=[C:5]([C:40]([F:41])([F:43])[F:42])[CH:6]=3)=[O:39])=[C:14]([F:38])[CH:15]=2)[CH:20]=[N:21][C:22]=1[O:28][CH2:29][C:30]1[CH:31]=[CH:32][C:33]([O:36][CH3:37])=[CH:34][CH:35]=1)[CH3:27]. The catalyst class is: 1.